From a dataset of Retrosynthesis with 50K atom-mapped reactions and 10 reaction types from USPTO. Predict the reactants needed to synthesize the given product. (1) Given the product Cc1ccc(S(=O)(=O)n2cc(C=O)c3cc(Br)cnc32)cc1, predict the reactants needed to synthesize it. The reactants are: Cc1ccc(S(=O)(=O)Cl)cc1.O=Cc1c[nH]c2ncc(Br)cc12. (2) Given the product N#Cc1c(-c2cccc(NC(=O)C3CCC(=O)O3)c2)cc(-c2ccccc2O)nc1N, predict the reactants needed to synthesize it. The reactants are: CC(C)(C)[Si](C)(C)Oc1ccccc1-c1cc(-c2cccc(NC(=O)C3CCC(=O)O3)c2)c(C#N)c(N)n1. (3) Given the product O=S(=O)(c1ccccc1F)n1ccc2c(OCc3ccccc3)cccc21, predict the reactants needed to synthesize it. The reactants are: O=S(=O)(Cl)c1ccccc1F.c1ccc(COc2cccc3[nH]ccc23)cc1. (4) Given the product CSc1ccc(NC2CCN(C(=O)CCCN3CCN(c4ccc(C(F)(F)F)cc4)CC3)CC2)cc1C(F)(F)F, predict the reactants needed to synthesize it. The reactants are: CSc1ccc(NC2CCNCC2)cc1C(F)(F)F.O=C(O)CCCN1CCN(c2ccc(C(F)(F)F)cc2)CC1.